Dataset: Forward reaction prediction with 1.9M reactions from USPTO patents (1976-2016). Task: Predict the product of the given reaction. (1) Given the reactants [F:1][C:2]1([F:30])[CH2:7][CH2:6][N:5]([C:8]([C:10]2[NH:11][C:12]3[C:17]([CH:18]=2)=[CH:16][C:15]([C:19]([N:21]2[CH2:26][CH2:25][N:24]([CH:27]([CH3:29])[CH3:28])[CH2:23][CH2:22]2)=[O:20])=[CH:14][CH:13]=3)=[O:9])[CH2:4][CH2:3]1.[Cl:31][C:32]1[CH:33]=[C:34](B(O)O)[CH:35]=[CH:36][CH:37]=1.N1C=CC=CC=1, predict the reaction product. The product is: [Cl:31][C:32]1[CH:37]=[C:36]([N:11]2[C:12]3[C:17](=[CH:16][C:15]([C:19]([N:21]4[CH2:22][CH2:23][N:24]([CH:27]([CH3:28])[CH3:29])[CH2:25][CH2:26]4)=[O:20])=[CH:14][CH:13]=3)[CH:18]=[C:10]2[C:8]([N:5]2[CH2:6][CH2:7][C:2]([F:1])([F:30])[CH2:3][CH2:4]2)=[O:9])[CH:35]=[CH:34][CH:33]=1. (2) Given the reactants [CH2:1]([C@@H:5]([C:11]([OH:13])=[O:12])[C@H:6]([OH:10])[C:7]([OH:9])=[O:8])[CH2:2][CH2:3][CH3:4].[CH3:14][C:15]1C=CC(S(O)(=O)=O)=C[CH:20]=1, predict the reaction product. The product is: [CH3:14][C:15]1([CH3:20])[O:8][C:7](=[O:9])[CH:6]([CH:5]([CH2:1][CH2:2][CH2:3][CH3:4])[C:11]([OH:13])=[O:12])[O:10]1. (3) Given the reactants [N+:1]([C:4]1[CH:5]=[C:6]([NH:13][C:14](=[O:26])[C:15]2[CH:20]=[CH:19][C:18]([N:21]3[CH2:25][CH2:24][CH2:23][CH2:22]3)=[CH:17][CH:16]=2)[CH:7]=[CH:8][C:9]=1[N+:10]([O-])=O)([O-])=O.[NH:27]([C:29]([C:31]1[CH:38]=[CH:37][C:34]([CH:35]=O)=[CH:33][CH:32]=1)=[O:30])[NH2:28], predict the reaction product. The product is: [NH:27]([C:29]([C:31]1[CH:38]=[CH:37][C:34]([C:35]2[NH:10][C:9]3[CH:8]=[CH:7][C:6]([NH:13][C:14](=[O:26])[C:15]4[CH:20]=[CH:19][C:18]([N:21]5[CH2:25][CH2:24][CH2:23][CH2:22]5)=[CH:17][CH:16]=4)=[CH:5][C:4]=3[N:1]=2)=[CH:33][CH:32]=1)=[O:30])[NH2:28]. (4) Given the reactants [CH2:1]([C@H:3]1[N:5]([C:6]([O:8][C:9]([CH3:12])([CH3:11])[CH3:10])=[O:7])[C@@H:4]1[C:13]([O:15][CH3:16])=[O:14])[CH3:2].[CH3:17][C@@H:18]([OH:23])[CH2:19][CH2:20][CH:21]=[CH2:22].B(F)(F)F.O(CC)CC, predict the reaction product. The product is: [C:9]([O:8][C:6]([NH:5][C@@H:4]([C@@H:3]([O:23][C@@H:18]([CH2:19][CH2:20][CH:21]=[CH2:22])[CH3:17])[CH2:1][CH3:2])[C:13]([O:15][CH3:16])=[O:14])=[O:7])([CH3:12])([CH3:11])[CH3:10]. (5) Given the reactants FC(F)(F)C1C=C(NC(=O)NC2C=CC(C3SC(CCC(O)=O)=NC=3)=CC=2)C=CC=1.[CH3:31][C:32]([CH3:63])([CH2:37][C:38]1[O:39][C:40]([C:43]2[CH:48]=[CH:47][C:46]([NH:49][C:50]([NH:52][C:53]3[CH:58]=[CH:57][C:56]([C:59]([F:62])([F:61])[F:60])=[CH:55][CH:54]=3)=[O:51])=[CH:45][CH:44]=2)=[CH:41][N:42]=1)[C:33]([O:35]C)=[O:34], predict the reaction product. The product is: [CH3:31][C:32]([CH3:63])([CH2:37][C:38]1[O:39][C:40]([C:43]2[CH:44]=[CH:45][C:46]([NH:49][C:50]([NH:52][C:53]3[CH:58]=[CH:57][C:56]([C:59]([F:61])([F:60])[F:62])=[CH:55][CH:54]=3)=[O:51])=[CH:47][CH:48]=2)=[CH:41][N:42]=1)[C:33]([OH:35])=[O:34]. (6) Given the reactants [C:1]([N:5]1[C:9](=[O:10])[C:8](Cl)=[C:7]([C:12]2[CH:17]=[CH:16][CH:15]=[CH:14][CH:13]=2)[S:6]1(=[O:19])=[O:18])([CH3:4])([CH3:3])[CH3:2].Cl.Cl.[F:22][C:23]([F:38])([F:37])[C:24]1[CH:29]=[CH:28][N:27]=[C:26]([N:30]2[CH2:35][CH2:34][CH:33]([NH2:36])[CH2:32][CH2:31]2)[CH:25]=1, predict the reaction product. The product is: [C:1]([N:5]1[C:9](=[O:10])[C:8]([NH:36][CH:33]2[CH2:34][CH2:35][N:30]([C:26]3[CH:25]=[C:24]([C:23]([F:38])([F:37])[F:22])[CH:29]=[CH:28][N:27]=3)[CH2:31][CH2:32]2)=[C:7]([C:12]2[CH:17]=[CH:16][CH:15]=[CH:14][CH:13]=2)[S:6]1(=[O:19])=[O:18])([CH3:4])([CH3:3])[CH3:2]. (7) Given the reactants [CH2:1]([N:8]1[C:16]2[C:11](=[N:12][C:13]([Cl:18])=[N:14][C:15]=2[Cl:17])[N:10]=[CH:9]1)[C:2]1[CH:7]=[CH:6][CH:5]=[CH:4][CH:3]=1.[CH:19]([Mg]Br)=[CH2:20].[NH4+].[Cl-], predict the reaction product. The product is: [CH2:1]([N:8]1[C:16]2[C:11](=[N:12][C:13]([Cl:18])=[N:14][C:15]=2[Cl:17])[NH:10][CH:9]1[CH:19]=[CH2:20])[C:2]1[CH:3]=[CH:4][CH:5]=[CH:6][CH:7]=1.